This data is from Full USPTO retrosynthesis dataset with 1.9M reactions from patents (1976-2016). The task is: Predict the reactants needed to synthesize the given product. (1) Given the product [NH2:1][C:2]1[CH:10]=[CH:9][C:5]([C:6]([N:14]([CH3:15])[CH3:13])=[O:7])=[CH:4][C:3]=1[Cl:11], predict the reactants needed to synthesize it. The reactants are: [NH2:1][C:2]1[CH:10]=[CH:9][C:5]([C:6](O)=[O:7])=[CH:4][C:3]=1[Cl:11].Cl.[CH3:13][N:14](C)[CH2:15]CCN=C=NCC.ON1C2C=CC=CC=2N=N1.C(N(CC)CC)C.Cl.CNC. (2) Given the product [Br:1][C:2]1[CH:3]=[C:4]([CH3:9])[CH:5]=[C:6]([S:11]([CH3:10])(=[O:13])=[O:12])[CH:7]=1, predict the reactants needed to synthesize it. The reactants are: [Br:1][C:2]1[CH:3]=[C:4]([CH3:9])[CH:5]=[C:6](Br)[CH:7]=1.[CH3:10][S:11]([O-:13])=[O:12].[Na+].N1CCC[C@H]1C(O)=O.[OH-].[Na+]. (3) The reactants are: [C:1]1([C:7]2[S:11][C:10]([NH2:12])=[N:9][N:8]=2)[CH:6]=[CH:5][CH:4]=[CH:3][CH:2]=1.C([O-])([O-])=O.[K+].[K+].[Cl:19][CH2:20][C:21](Cl)=[O:22]. Given the product [Cl:19][CH2:20][C:21]([NH:12][C:10]1[S:11][C:7]([C:1]2[CH:2]=[CH:3][CH:4]=[CH:5][CH:6]=2)=[N:8][N:9]=1)=[O:22], predict the reactants needed to synthesize it. (4) The reactants are: [Cl:1][C:2]1[CH:10]=[CH:9][CH:8]=[C:7]2[C:3]=1[C:4]([C:15]([N:17]1[CH2:22][CH2:21][CH:20]([C:23]3[CH:24]=[C:25]([CH:34]=[CH:35][C:36]=3[F:37])[CH2:26][NH:27]C(=O)C(F)(F)F)[CH2:19][CH2:18]1)=[O:16])=[CH:5][N:6]2[CH2:11][CH2:12][O:13][CH3:14].[OH-].[Na+]. Given the product [NH2:27][CH2:26][C:25]1[CH:34]=[CH:35][C:36]([F:37])=[C:23]([CH:20]2[CH2:19][CH2:18][N:17]([C:15]([C:4]3[C:3]4[C:7](=[CH:8][CH:9]=[CH:10][C:2]=4[Cl:1])[N:6]([CH2:11][CH2:12][O:13][CH3:14])[CH:5]=3)=[O:16])[CH2:22][CH2:21]2)[CH:24]=1, predict the reactants needed to synthesize it. (5) Given the product [CH3:13][O:14][C:15](=[O:49])[C:16]1[CH:21]=[CH:20][C:19]([CH2:22][N:23]2[CH:27]=[C:26]([C:28]3[CH:33]=[CH:32][C:31]([Cl:34])=[CH:30][C:29]=3[Cl:35])[N:25]=[C:24]2[C:36]2[CH:41]=[CH:40][C:39]([C:42]3[CH:43]=[CH:44][C:45]([O:48][CH2:3][CH3:4])=[CH:46][CH:47]=3)=[CH:38][CH:37]=2)=[CH:18][CH:17]=1, predict the reactants needed to synthesize it. The reactants are: CO[C:3](=O)[C:4]1C=CC(CBr)=CC=1.[CH3:13][O:14][C:15](=[O:49])[C:16]1[CH:21]=[CH:20][C:19]([CH2:22][N:23]2[CH:27]=[C:26]([C:28]3[CH:33]=[CH:32][C:31]([Cl:34])=[CH:30][C:29]=3[Cl:35])[N:25]=[C:24]2[C:36]2[CH:41]=[CH:40][C:39]([C:42]3[CH:47]=[CH:46][C:45]([OH:48])=[CH:44][CH:43]=3)=[CH:38][CH:37]=2)=[CH:18][CH:17]=1.BrCC.